From a dataset of hERG Central: cardiac toxicity at 1µM, 10µM, and general inhibition. Predict hERG channel inhibition at various concentrations. (1) The molecule is O=C(CN1CCN(Cc2ccccc2)CC1)Nc1cccc(Br)c1. Results: hERG_inhib (hERG inhibition (general)): blocker. (2) The molecule is NC(=O)C1CCN(CC(=O)Nc2ccccc2Sc2ccc(Cl)cc2)CC1. Results: hERG_inhib (hERG inhibition (general)): blocker. (3) The compound is COc1cccc(CN2CCC(N(CCc3ccccc3)Cc3ccccc3)CC2)c1OC.O=C(O)C(=O)O. Results: hERG_inhib (hERG inhibition (general)): blocker.